This data is from Catalyst prediction with 721,799 reactions and 888 catalyst types from USPTO. The task is: Predict which catalyst facilitates the given reaction. (1) Product: [Cl:1][C:2]1[CH:3]=[C:4]([C@H:5]([OH:6])[C@@H:7]2[CH2:12][CH2:11][CH2:10][N:9]([C:13]([O:15][C:16]([CH3:18])([CH3:17])[CH3:19])=[O:14])[CH2:8]2)[CH:20]=[CH:21][CH:22]=1. The catalyst class is: 56. Reactant: [Cl:1][C:2]1[CH:3]=[C:4]([CH:20]=[CH:21][CH:22]=1)[C:5]([C@@H:7]1[CH2:12][CH2:11][CH2:10][N:9]([C:13]([O:15][C:16]([CH3:19])([CH3:18])[CH3:17])=[O:14])[CH2:8]1)=[O:6].C1(C)C=CC=CC=1. (2) Reactant: [F:1][C:2]1[CH:7]=[C:6]([N+:8]([O-])=O)[CH:5]=[CH:4][C:3]=1[CH2:11][OH:12]. Product: [NH2:8][C:6]1[CH:5]=[CH:4][C:3]([CH2:11][OH:12])=[C:2]([F:1])[CH:7]=1. The catalyst class is: 99. (3) Reactant: [Sn](Cl)(Cl)(Cl)Cl.[NH:6]1[CH:10]=[CH:9][CH:8]=[CH:7]1.[Cl:11][C:12]1[N:20]=[C:19]([Cl:21])[CH:18]=[CH:17][C:13]=1[C:14](Cl)=[O:15]. Product: [Cl:11][C:12]1[C:13]([C:14]([C:7]2[NH:6][CH:10]=[CH:9][CH:8]=2)=[O:15])=[CH:17][CH:18]=[C:19]([Cl:21])[N:20]=1.[Cl:11][C:12]1[C:13]([C:14]([C:8]2[CH:9]=[CH:10][NH:6][CH:7]=2)=[O:15])=[CH:17][CH:18]=[C:19]([Cl:21])[N:20]=1. The catalyst class is: 34. (4) Reactant: [CH:1]([NH:4][C@H:5]([C:12]([OH:14])=O)[CH2:6][C:7]1[N:11]=[CH:10][NH:9][CH:8]=1)([CH3:3])[CH3:2].[NH2:15][C@@H:16]([CH2:24][C:25]1[CH:30]=[CH:29][C:28]([O:31][CH2:32][C:33]2[CH:38]=[CH:37][CH:36]=[CH:35][CH:34]=2)=[CH:27][CH:26]=1)[C:17]([NH:19][C:20]([CH3:23])([CH3:22])[CH3:21])=[O:18].C[O-].C([N+](C)(C)C)C1C=CC=CC=1.CN(C(ON1N=NC2C=CC=CC1=2)=[N+](C)C)C.F[P-](F)(F)(F)(F)F. Product: [CH2:32]([O:31][C:28]1[CH:29]=[CH:30][C:25]([CH2:24][CH:16]([NH:15][C:12](=[O:14])[CH:5]([NH:4][CH:1]([CH3:2])[CH3:3])[CH2:6][C:7]2[N:11]=[CH:10][NH:9][CH:8]=2)[C:17](=[O:18])[NH:19][C:20]([CH3:21])([CH3:22])[CH3:23])=[CH:26][CH:27]=1)[C:33]1[CH:38]=[CH:37][CH:36]=[CH:35][CH:34]=1. The catalyst class is: 369. (5) Reactant: [Cl-].O[NH3+:3].[C:4](=[O:7])([O-])[OH:5].[Na+].CS(C)=O.[CH3:13][C:14]1[CH:15]=[N:16][N:17]2[C:22]([CH2:23][CH2:24][CH3:25])=[C:21]([CH2:26][C:27]3[CH:32]=[CH:31][C:30]([C:33]4[C:34]([C:39]#[N:40])=[CH:35][CH:36]=[CH:37][CH:38]=4)=[CH:29][CH:28]=3)[C:20](=[O:41])[N:19]([CH:42]3[CH2:47][CH2:46][O:45][CH2:44][CH2:43]3)[C:18]=12. Product: [CH3:13][C:14]1[CH:15]=[N:16][N:17]2[C:22]([CH2:23][CH2:24][CH3:25])=[C:21]([CH2:26][C:27]3[CH:28]=[CH:29][C:30]([C:33]4[CH:38]=[CH:37][CH:36]=[CH:35][C:34]=4[C:39]4[NH:3][C:4](=[O:7])[O:5][N:40]=4)=[CH:31][CH:32]=3)[C:20](=[O:41])[N:19]([CH:42]3[CH2:47][CH2:46][O:45][CH2:44][CH2:43]3)[C:18]=12. The catalyst class is: 13.